This data is from Forward reaction prediction with 1.9M reactions from USPTO patents (1976-2016). The task is: Predict the product of the given reaction. (1) Given the reactants [NH2:1][C:2]1[C:3]([C:15]([OH:17])=O)=[N:4][C:5]([C:8]2[C:13]([F:14])=[CH:12][CH:11]=[CH:10][N:9]=2)=[CH:6][N:7]=1.[NH2:18][C:19]1[C:24]([N:25]2[CH2:30][CH2:29][C:28]([NH:32][C:33](=[O:39])[O:34][C:35]([CH3:38])([CH3:37])[CH3:36])([CH3:31])[CH2:27][CH2:26]2)=[CH:23][CH:22]=[CH:21][N:20]=1.CN(C(ON1N=NC2C=CC=CC1=2)=[N+](C)C)C.F[P-](F)(F)(F)(F)F.CCN(C(C)C)C(C)C, predict the reaction product. The product is: [NH2:1][C:2]1[C:3]([C:15]([NH:18][C:19]2[C:24]([N:25]3[CH2:30][CH2:29][C:28]([NH:32][C:33](=[O:39])[O:34][C:35]([CH3:38])([CH3:37])[CH3:36])([CH3:31])[CH2:27][CH2:26]3)=[CH:23][CH:22]=[CH:21][N:20]=2)=[O:17])=[N:4][C:5]([C:8]2[C:13]([F:14])=[CH:12][CH:11]=[CH:10][N:9]=2)=[CH:6][N:7]=1. (2) Given the reactants C[O:2][C:3]1[CH:4]=[C:5]([N:11]2[CH2:16][CH2:15][NH:14][C@H:13]([CH3:17])[CH2:12]2)[CH:6]=[CH:7][C:8]=1[O:9][CH3:10].BrC1C=CC2OCOC=2C=1, predict the reaction product. The product is: [O:9]1[C:8]2[CH:7]=[CH:6][C:5]([N:11]3[CH2:16][CH2:15][NH:14][C@H:13]([CH3:17])[CH2:12]3)=[CH:4][C:3]=2[O:2][CH2:10]1. (3) Given the reactants [C:1]([O:5][C:6]([N:8]1[CH2:12][CH2:11][C@H:10]([SH:13])[CH2:9]1)=[O:7])([CH3:4])([CH3:3])[CH3:2].[F:14][C:15]1[C:16](/[C:25](/I)=[CH:26]/[C:27](=O)[C:28]2[NH:29][CH:30]=[CH:31][CH:32]=2)=[C:17]2[C:21](=[CH:22][CH:23]=1)[NH:20][C:19](=[O:24])[CH2:18]2.[H-].[Na+].[H][H], predict the reaction product. The product is: [C:1]([O:5][C:6]([N:8]1[CH2:12][CH2:11][C@H:10]([S:13][C:25]2[CH:26]=[C:27]([C:28]3[NH:29][CH:30]=[CH:31][CH:32]=3)[C:18]3[C:19](=[O:24])[NH:20][C:21]4[C:17]=3[C:16]=2[C:15]([F:14])=[CH:23][CH:22]=4)[CH2:9]1)=[O:7])([CH3:4])([CH3:2])[CH3:3]. (4) Given the reactants C([O:6][CH2:7][CH3:8])(=O)C(C)O.[OH:9][C:10]1[CH:11]=C(C=CC=1)C=O.F[P-](F)(F)(F)(F)F.N1([O:34][P+:35](N2CCCC2)(N2CCCC2)N2CCCC2)C2C=CC=CC=2N=N1.C(N([CH:57]([CH3:59])[CH3:58])CC)(C)C.[CH3:60][N:61](C)C=O, predict the reaction product. The product is: [CH2:10]([O:9][P:35]([C:57]([CH3:58])([CH3:59])[CH2:60][NH2:61])(=[O:34])[O:6][CH2:7][CH3:8])[CH3:11]. (5) Given the reactants [CH3:1]/[C:2](/[CH2:6][CH2:7][CH:8]=[C:9]([CH3:11])[CH3:10])=[CH:3]/[CH:4]=[O:5].CC(=CC)C.Cl([O-])=[O:18].[Na+], predict the reaction product. The product is: [CH3:1]/[C:2](/[CH2:6][CH2:7][CH:8]=[C:9]([CH3:11])[CH3:10])=[CH:3]/[C:4]([OH:18])=[O:5]. (6) Given the reactants [Br:1][C:2]1[CH:3]=[C:4]([C:11](=[O:17])[CH2:12][CH2:13][C:14]([OH:16])=O)[CH:5]=[CH:6][C:7]=1[O:8][CH2:9][CH3:10].[CH2:18]([C:25]1[S:29][C:28]([NH2:30])=[CH:27][C:26]=1[C:31]1[CH:36]=[CH:35][CH:34]=[CH:33][CH:32]=1)[C:19]1[CH:24]=[CH:23][CH:22]=[CH:21][CH:20]=1.CCN=C=NCCCN(C)C.C1C=CC2N(O)N=NC=2C=1, predict the reaction product. The product is: [CH2:18]([C:25]1[S:29][C:28]([NH:30][C:14](=[O:16])[CH2:13][CH2:12][C:11]([C:4]2[CH:5]=[CH:6][C:7]([O:8][CH2:9][CH3:10])=[C:2]([Br:1])[CH:3]=2)=[O:17])=[CH:27][C:26]=1[C:31]1[CH:36]=[CH:35][CH:34]=[CH:33][CH:32]=1)[C:19]1[CH:20]=[CH:21][CH:22]=[CH:23][CH:24]=1. (7) Given the reactants [S:1]1[CH:5]=[CH:4][CH:3]=[C:2]1[CH:6]=O.[CH3:8][O:9][CH2:10][CH2:11][NH2:12].[C:13]1(=[O:24])[O:19][C:17](=O)[C:16]2=[CH:20][CH:21]=[CH:22][CH:23]=[C:15]2[CH2:14]1.[CH3:25][C:26]1[N:27]([C:31]2[CH:37]=[CH:36][C:34]([NH2:35])=[CH:33][CH:32]=2)[CH:28]=[CH:29][N:30]=1, predict the reaction product. The product is: [CH3:8][O:9][CH2:10][CH2:11][N:12]1[CH:6]([C:2]2[S:1][CH:5]=[CH:4][CH:3]=2)[CH:14]([C:13]([NH:35][C:34]2[CH:33]=[CH:32][C:31]([N:27]3[CH:28]=[CH:29][N:30]=[C:26]3[CH3:25])=[CH:37][CH:36]=2)=[O:24])[C:15]2[C:16](=[CH:20][CH:21]=[CH:22][CH:23]=2)[C:17]1=[O:19]. (8) The product is: [Br:1][C:2]1[CH:7]=[CH:6][CH:5]=[C:4]([N:8]2[CH2:9][CH2:10][CH:15]([OH:14])[CH2:12][CH2:13]2)[N:3]=1. Given the reactants [Br:1][C:2]1[CH:7]=[CH:6][CH:5]=[C:4]([N:8]2[CH2:13][CH2:12]O[CH2:10][CH2:9]2)[N:3]=1.[OH:14][CH:15]1CCNCC1, predict the reaction product. (9) Given the reactants [CH3:1][C:2]1([CH3:19])[C:6]([CH3:8])([CH3:7])[O:5][B:4]([C:9]2[CH:14]=[CH:13][C:12]([N+:15]([O-])=O)=[CH:11][C:10]=2[CH3:18])[O:3]1.[Cl-].[NH4+].CCO, predict the reaction product. The product is: [CH3:18][C:10]1[CH:11]=[C:12]([CH:13]=[CH:14][C:9]=1[B:4]1[O:5][C:6]([CH3:8])([CH3:7])[C:2]([CH3:19])([CH3:1])[O:3]1)[NH2:15].